This data is from Full USPTO retrosynthesis dataset with 1.9M reactions from patents (1976-2016). The task is: Predict the reactants needed to synthesize the given product. (1) Given the product [Br:17][C:11]1[CH:10]=[C:9]2[C:14]([C:15]([CH3:16])=[C:6]([C:4]([NH:31][CH2:30][C:29]3[CH:32]=[CH:33][C:26]([F:25])=[CH:27][CH:28]=3)=[O:5])[C:7]([CH:18]3[CH2:19][CH2:20]3)=[N:8]2)=[CH:13][CH:12]=1, predict the reactants needed to synthesize it. The reactants are: C(O[C:4]([C:6]1[C:7]([CH:18]2[CH2:20][CH2:19]2)=[N:8][C:9]2[C:14]([C:15]=1[CH3:16])=[CH:13][CH:12]=[C:11]([Br:17])[CH:10]=2)=[O:5])C.C[Al](C)C.[F:25][C:26]1[CH:33]=[CH:32][C:29]([CH2:30][NH2:31])=[CH:28][CH:27]=1.CCOC(C)=O.C1CCCCC1. (2) Given the product [CH2:1]([N:8]1[CH2:12][C@@H:11]([O:13][CH2:22][CH2:23][CH2:24][CH2:25][CH2:26][CH2:27][CH2:28][CH2:29]/[CH:30]=[CH:31]\[CH2:32][CH2:33][CH2:34][CH2:35][CH2:36][CH3:37])[C@H:10]([O:14][CH2:37][CH2:36][CH2:35][CH2:34][CH2:33][CH2:32][CH2:31][CH2:30]/[CH:29]=[CH:28]\[CH2:27][CH2:26][CH2:25][CH2:24][CH2:23][CH3:22])[CH2:9]1)[C:2]1[CH:3]=[CH:4][CH:5]=[CH:6][CH:7]=1, predict the reactants needed to synthesize it. The reactants are: [CH2:1]([N:8]1[CH2:12][C@@H:11]([OH:13])[C@H:10]([OH:14])[CH2:9]1)[C:2]1[CH:7]=[CH:6][CH:5]=[CH:4][CH:3]=1.[H-].[Na+].CS(O[CH2:22][CH2:23][CH2:24][CH2:25][CH2:26][CH2:27][CH2:28][CH2:29]/[CH:30]=[CH:31]\[CH2:32][CH2:33][CH2:34][CH2:35][CH2:36][CH3:37])(=O)=O.O.